This data is from Catalyst prediction with 721,799 reactions and 888 catalyst types from USPTO. The task is: Predict which catalyst facilitates the given reaction. (1) Reactant: [Br-].[C:2]([CH2:5][CH2:6][CH2:7][CH2:8][P+](C1C=CC=CC=1)(C1C=CC=CC=1)C1C=CC=CC=1)([OH:4])=[O:3].[CH3:28]C(C)([O-])C.[K+].[CH3:34][O:35][C:36]1[C:43]([O:44][CH3:45])=[CH:42][CH:41]=[CH:40][C:37]=1[CH:38]=O. Product: [C:2]([OH:4])(=[O:3])[CH:5]=[CH:6][CH2:7][CH2:8][CH3:28].[CH3:34][O:35][C:36]1[C:43]([O:44][CH3:45])=[CH:42][CH:41]=[CH:40][C:37]=1[CH:38]=[CH:8][CH2:7][CH2:6][CH2:5][C:2]([OH:4])=[O:3]. The catalyst class is: 1. (2) Reactant: [CH2:1]([C:4]1[C:8]([CH2:9][CH2:10][CH2:11][OH:12])=[CH:7][N:6]([C:13]2[CH:18]=[CH:17][C:16]([C:19]([F:22])([F:21])[F:20])=[CH:15][N:14]=2)[N:5]=1)[CH2:2][CH3:3].O[C:24]1[CH:25]=[C:26]([CH2:32][CH2:33][C:34]([O:36]CC)=[O:35])[CH:27]=[C:28]([O:30][CH3:31])[CH:29]=1.C(P(CCCC)CCCC)CCC.N(C(N1CCCCC1)=O)=NC(N1CCCCC1)=O. Product: [CH3:31][O:30][C:28]1[CH:27]=[C:26]([CH2:32][CH2:33][C:34]([OH:36])=[O:35])[CH:25]=[C:24]([O:12][CH2:11][CH2:10][CH2:9][C:8]2[C:4]([CH2:1][CH2:2][CH3:3])=[N:5][N:6]([C:13]3[CH:18]=[CH:17][C:16]([C:19]([F:21])([F:20])[F:22])=[CH:15][N:14]=3)[CH:7]=2)[CH:29]=1. The catalyst class is: 7. (3) Reactant: [CH:1]([C:4]1[C:8]([CH2:9][CH2:10][CH2:11][OH:12])=[CH:7][N:6]([C:13]2[CH:18]=[CH:17][C:16]([C:19]([F:22])([F:21])[F:20])=[CH:15][N:14]=2)[N:5]=1)([CH3:3])[CH3:2].O[C:24]1[C:28]([CH2:29][C:30]([O:32]C)=[O:31])=[CH:27][N:26]([CH3:34])[N:25]=1.C(P(CCCC)CCCC)CCC.N(C(N1CCCCC1)=O)=NC(N1CCCCC1)=O. Product: [CH:1]([C:4]1[C:8]([CH2:9][CH2:10][CH2:11][O:12][C:24]2[C:28]([CH2:29][C:30]([OH:32])=[O:31])=[CH:27][N:26]([CH3:34])[N:25]=2)=[CH:7][N:6]([C:13]2[CH:18]=[CH:17][C:16]([C:19]([F:21])([F:20])[F:22])=[CH:15][N:14]=2)[N:5]=1)([CH3:3])[CH3:2]. The catalyst class is: 7. (4) Reactant: [CH2:1]([O:3][C:4]([C:7]1[CH:11]=[C:10]([NH:12][C:13](=[O:21])OC2C=CC=CC=2)[N:9]([C:22]2[CH:27]=[CH:26][CH:25]=[CH:24][CH:23]=2)[N:8]=1)([CH3:6])[CH3:5])[CH3:2].[CH3:28][O:29][C:30]1[CH:31]=[C:32]2[C:37](=[CH:38][C:39]=1[O:40][CH2:41][CH2:42][O:43][CH3:44])[N:36]=[CH:35][N:34]=[C:33]2[O:45][C:46]1[CH:47]=[C:48]([CH:50]=[CH:51][CH:52]=1)[NH2:49].C(N(CC)C(C)C)(C)C. Product: [CH2:1]([O:3][C:4]([C:7]1[CH:11]=[C:10]([NH:12][C:13]([NH:49][C:48]2[CH:50]=[CH:51][CH:52]=[C:46]([O:45][C:33]3[C:32]4[C:37](=[CH:38][C:39]([O:40][CH2:41][CH2:42][O:43][CH3:44])=[C:30]([O:29][CH3:28])[CH:31]=4)[N:36]=[CH:35][N:34]=3)[CH:47]=2)=[O:21])[N:9]([C:22]2[CH:23]=[CH:24][CH:25]=[CH:26][CH:27]=2)[N:8]=1)([CH3:5])[CH3:6])[CH3:2]. The catalyst class is: 1. (5) Reactant: [CH2:1]([O:3][C:4]([CH:6]1[C:11](=[O:12])[CH2:10][CH2:9][N:8]([C:13]([O:15][C:16]([CH3:19])([CH3:18])[CH3:17])=[O:14])[CH2:7]1)=[O:5])[CH3:2].Cl.[N:21]1[CH:26]=[CH:25][CH:24]=[CH:23][C:22]=1CCl.[C:29](=O)([O-])[O-].[K+].[K+].[I-].[K+].C1N2CCN(CC2)C1. Product: [CH2:1]([O:3][C:4]([C:6]1([C:22]2[CH:23]=[CH:24][CH:25]=[CH:26][N:21]=2)[C:11](=[O:12])[CH2:10][CH2:9][N:8]([C:13]([O:15][C:16]([CH3:18])([CH3:17])[CH3:19])=[O:14])[CH:7]1[CH3:29])=[O:5])[CH3:2]. The catalyst class is: 18. (6) Reactant: Cl.Cl.[CH2:3]([O:5][C:6]1[CH:7]=[C:8]([CH:25]=[CH:26][CH:27]=1)[CH2:9][N:10]1[C:14]2=[N:15][CH:16]=[N:17][C:18]([N:19]3CCC[CH2:21][CH2:20]3)=[C:13]2[CH:12]=[N:11]1)[CH3:4].[CH:28]([N:31](CC)C(C)C)(C)[CH3:29].Cl[C:38]([O:40][C:41]1[CH:46]=[CH:45][C:44]([N+:47]([O-:49])=[O:48])=[CH:43][CH:42]=1)=[O:39].C(=O)([O-])O.[Na+]. Product: [CH2:3]([O:5][C:6]1[CH:7]=[C:8]([CH:25]=[CH:26][CH:27]=1)[CH2:9][N:10]1[C:14]2=[N:15][CH:16]=[N:17][C:18]([N:19]3[CH2:29][CH2:28][N:31]([C:38]([O:40][C:41]4[CH:46]=[CH:45][C:44]([N+:47]([O-:49])=[O:48])=[CH:43][CH:42]=4)=[O:39])[CH2:21][CH2:20]3)=[C:13]2[CH:12]=[N:11]1)[CH3:4]. The catalyst class is: 366.